This data is from Forward reaction prediction with 1.9M reactions from USPTO patents (1976-2016). The task is: Predict the product of the given reaction. (1) Given the reactants OC(C(F)(F)F)=O.Br[C:9]1[CH:10]=[C:11]2[C:16]([NH:17][C@@H:18]3[CH2:25][C@@H:21]4[CH2:22][NH:23][CH2:24][C@@H:20]4[C@H:19]3[CH3:26])=[C:15]([C:27]([NH2:29])=[O:28])[CH:14]=[N:13][N:12]2[CH:30]=1.[OH:31][C:32]([CH3:37])([CH3:36])[C:33](O)=[O:34].C(N(CC)C(C)C)(C)C.CC1(C)C(C)(C)OB([C:55]2[CH:56]=[N:57][C:58]([NH2:61])=[N:59][CH:60]=2)O1.[O-]P([O-])([O-])=O.[K+].[K+].[K+], predict the reaction product. The product is: [NH2:61][C:58]1[N:59]=[CH:60][C:55]([C:9]2[CH:10]=[C:11]3[C:16]([NH:17][C@@H:18]4[CH2:25][C@@H:21]5[CH2:22][N:23]([C:33](=[O:34])[C:32]([OH:31])([CH3:37])[CH3:36])[CH2:24][C@@H:20]5[C@H:19]4[CH3:26])=[C:15]([C:27]([NH2:29])=[O:28])[CH:14]=[N:13][N:12]3[CH:30]=2)=[CH:56][N:57]=1. (2) Given the reactants [C:1]1([S:7]([CH2:10][C:11]([O:13]C)=O)(=[O:9])=[O:8])[CH:6]=[CH:5][CH:4]=[CH:3][CH:2]=1.[C:15](=[S:17])=S.[H-].[Na+].IC.[NH2:22][C:23]1[CH:28]=[CH:27][CH:26]=[CH:25][N:24]=1.[C:29]([O-])([O-])=O.[K+].[K+], predict the reaction product. The product is: [C:1]1([S:7]([C:10]2[C:11](=[O:13])[N:24]3[CH:25]=[CH:26][CH:27]=[CH:28][C:23]3=[N:22][C:29]=2[S:17][CH3:15])(=[O:8])=[O:9])[CH:2]=[CH:3][CH:4]=[CH:5][CH:6]=1. (3) Given the reactants Cl[C:2](Cl)([C:6]12[CH2:15][CH:10]3[CH2:11][CH:12]([CH2:14][C:8]([OH:16])([CH2:9]3)[CH2:7]1)[CH2:13]2)[C:3]([OH:5])=[O:4].[OH-].[Na+].[Na].C([O-])(O)=[O:22].[Na+].C(=O)=O.Cl, predict the reaction product. The product is: [OH:16][C:8]12[CH2:14][CH:12]3[CH2:11][CH:10]([CH2:15][C:6]([C:2](=[O:22])[C:3]([OH:5])=[O:4])([CH2:13]3)[CH2:7]1)[CH2:9]2. (4) Given the reactants [OH:1][C:2]1[C:3]([CH3:11])=[C:4]([CH:8]=[CH:9][CH:10]=1)[C:5]([OH:7])=[O:6].[CH2:12](Br)[C:13]1[CH:18]=[CH:17][CH:16]=[CH:15][CH:14]=1.C(=O)([O-])[O-].[K+].[K+].O, predict the reaction product. The product is: [CH2:12]([O:1][C:2]1[C:3]([CH3:11])=[C:4]([CH:8]=[CH:9][CH:10]=1)[C:5]([O:7][CH2:11][C:3]1[CH:4]=[CH:8][CH:9]=[CH:10][CH:2]=1)=[O:6])[C:13]1[CH:18]=[CH:17][CH:16]=[CH:15][CH:14]=1. (5) The product is: [O:1]1[CH2:6][CH2:5][N:4]([CH2:7][CH2:8][O:9][C:10]2[CH:15]=[CH:14][C:13]([C:16]3[CH:17]=[CH:18][C:19]([CH2:22][C:23]([O:31][CH3:30])=[O:36])=[N:20][CH:21]=3)=[CH:12][CH:11]=2)[CH2:3][CH2:2]1. Given the reactants [O:1]1[CH2:6][CH2:5][N:4]([CH2:7][CH2:8][O:9][C:10]2[CH:15]=[CH:14][C:13]([C:16]3[CH:17]=[CH:18][C:19]([CH2:22][C:23]#N)=[N:20][CH:21]=3)=[CH:12][CH:11]=2)[CH2:3][CH2:2]1.OS(O)(=O)=O.[C:30](=O)(O)[O-:31].[Na+].C(=O)(O)[O-:36].[Na+].ClCCl, predict the reaction product. (6) Given the reactants O1[C:5]2[CH:6]=[CH:7][CH:8]=[CH:9][C:4]=2[CH:3]=[CH:2]1.S1C2C=CC=CC=2C=C1.O(C(C)(C)C)[K].[CH3:25][N:26]1C2C(=NC=CC=2)C=C1.CN1C2C=CN=CC=2C=C1.CN1C2=NC=CC=C2C=C1.C(N1C2=NC=CC=C2C=C1)C1C=CC=CC=1, predict the reaction product. The product is: [CH3:25][N:26]1[C:5]2[C:4](=[CH:9][CH:8]=[CH:7][CH:6]=2)[CH:3]=[CH:2]1. (7) Given the reactants [F:1][C:2]1[CH:10]=[CH:9][C:8]2[C:4](=[CH:5][N:6]([CH3:11])[N:7]=2)[C:3]=1[C@H:12]1[CH2:14][C@@H:13]1[CH2:15][NH:16]C(=O)OC(C)(C)C.[ClH:24].CO, predict the reaction product. The product is: [ClH:24].[ClH:24].[F:1][C:2]1[CH:10]=[CH:9][C:8]2[C:4](=[CH:5][N:6]([CH3:11])[N:7]=2)[C:3]=1[C@H:12]1[CH2:14][C@@H:13]1[CH2:15][NH2:16].